This data is from Catalyst prediction with 721,799 reactions and 888 catalyst types from USPTO. The task is: Predict which catalyst facilitates the given reaction. (1) Reactant: [CH3:1][S:2]([N:5]1[CH2:10][CH2:9][CH:8]([CH:11]=[CH:12][C:13]([O:15][CH:16]([CH3:18])[CH3:17])=[O:14])[CH2:7][CH2:6]1)(=[O:4])=[O:3].[F:19][C:20]1[CH:21]=[C:22](B2OCC(C)(C)CO2)[CH:23]=[C:24]([F:26])[CH:25]=1.C(=O)([O-])[O-].[K+].[K+].CC(O)C. Product: [F:19][C:20]1[CH:21]=[C:22]([C@@H:11]([CH:8]2[CH2:9][CH2:10][N:5]([S:2]([CH3:1])(=[O:4])=[O:3])[CH2:6][CH2:7]2)[CH2:12][C:13]([O:15][CH:16]([CH3:18])[CH3:17])=[O:14])[CH:23]=[C:24]([F:26])[CH:25]=1. The catalyst class is: 1. (2) Reactant: CON(C)[C:4](=[O:10])[CH2:5][CH2:6][CH:7]([OH:9])[CH3:8].[CH2:12]=[CH:13][CH2:14][CH2:15][CH2:16]C.[Br-].[Mg+2].[Br-].[Cl-].[NH4+]. Product: [OH:9][CH:7]([CH2:6][CH2:5][C:4](=[O:10])[CH2:16][CH2:15][CH2:14][CH:13]=[CH2:12])[CH3:8]. The catalyst class is: 7. (3) The catalyst class is: 3. Reactant: [SH:1][C:2]1[CH:9]=[CH:8][C:5]([C:6]#[N:7])=[CH:4][C:3]=1[N+:10]([O-:12])=[O:11].Br[CH2:14][C:15]1[CH:20]=[CH:19][CH:18]=[CH:17][CH:16]=1.C([O-])([O-])=O.[K+].[K+]. Product: [CH2:14]([S:1][C:2]1[CH:9]=[CH:8][C:5]([C:6]#[N:7])=[CH:4][C:3]=1[N+:10]([O-:12])=[O:11])[C:15]1[CH:20]=[CH:19][CH:18]=[CH:17][CH:16]=1.